This data is from Full USPTO retrosynthesis dataset with 1.9M reactions from patents (1976-2016). The task is: Predict the reactants needed to synthesize the given product. (1) Given the product [C:1]([NH:5][C:6]1[N:10]2[CH:11]=[CH:12][N:13]=[CH:14][C:9]2=[N:8][C:7]=1[C:15]1[S:16][C:17]([C:20]#[C:21][C:23]2[CH:28]=[CH:27][CH:26]=[C:25]([CH3:29])[N:24]=2)=[CH:18][CH:19]=1)([CH3:4])([CH3:3])[CH3:2], predict the reactants needed to synthesize it. The reactants are: [C:1]([NH:5][C:6]1[N:10]2[CH:11]=[CH:12][N:13]=[CH:14][C:9]2=[N:8][C:7]=1[C:15]1[S:16][C:17]([C:20]#[CH:21])=[CH:18][CH:19]=1)([CH3:4])([CH3:3])[CH3:2].Br[C:23]1[CH:28]=[CH:27][CH:26]=[C:25]([CH3:29])[N:24]=1.CCN(CC)CC.C([O-])([O-])=O.[Na+].[Na+]. (2) The reactants are: [CH2:1]([C:3]1[N:11]=[C:10]([O:12][CH3:13])[C:9]([NH:14][C:15]([N:17]2[CH2:22][CH2:21][N:20]([C:23]3[CH:28]=[C:27]([Cl:29])[CH:26]=[C:25]([Cl:30])[CH:24]=3)[CH2:19][CH2:18]2)=[O:16])=[CH:8][C:4]=1[C:5](O)=[O:6])[CH3:2].[CH:31]1[C:44]2[C:35](=[N:36][C:37]3[C:42]([C:43]=2[NH:45][C:46]2[CH:47]=[C:48]([NH:54][C:55](=[O:59])[CH:56]([NH2:58])[CH3:57])[CH:49]=[C:50]([CH2:52][OH:53])[CH:51]=2)=[CH:41][CH:40]=[CH:39][CH:38]=3)[CH:34]=[CH:33][CH:32]=1. Given the product [CH:41]1[C:42]2[C:37](=[N:36][C:35]3[C:44]([C:43]=2[NH:45][C:46]2[CH:47]=[C:48]([NH:54][C:55]([CH:56]([NH:58][C:5]([C:4]4[CH:8]=[C:9]([NH:14][C:15]([N:17]5[CH2:22][CH2:21][N:20]([C:23]6[CH:24]=[C:25]([Cl:30])[CH:26]=[C:27]([Cl:29])[CH:28]=6)[CH2:19][CH2:18]5)=[O:16])[C:10]([O:12][CH3:13])=[N:11][C:3]=4[CH2:1][CH3:2])=[O:6])[CH3:57])=[O:59])[CH:49]=[C:50]([CH2:52][OH:53])[CH:51]=2)=[CH:31][CH:32]=[CH:33][CH:34]=3)[CH:38]=[CH:39][CH:40]=1, predict the reactants needed to synthesize it. (3) Given the product [C:1]1([CH2:7][CH2:8][CH2:9][CH2:10][CH2:11][CH2:12][CH2:13][CH2:14][NH:15][C:24](=[O:23])[C:25]2[CH:30]=[C:29]([C:31]3[CH:36]=[CH:35][C:34]([F:37])=[C:33]([Cl:38])[CH:32]=3)[C:28]([O:39][CH2:40][CH2:41][OH:42])=[CH:27][CH:26]=2)[CH:6]=[CH:5][CH:4]=[CH:3][CH:2]=1, predict the reactants needed to synthesize it. The reactants are: [C:1]1([CH2:7][CH2:8][CH2:9][CH2:10][CH2:11][CH2:12][CH2:13][CH2:14][NH2:15])[CH:6]=[CH:5][CH:4]=[CH:3][CH:2]=1.[Li]CCCC.C([O:23][C:24](=O)[C:25]1[CH:30]=[C:29]([C:31]2[CH:36]=[CH:35][C:34]([F:37])=[C:33]([Cl:38])[CH:32]=2)[C:28]([O:39][CH2:40][CH2:41][OH:42])=[C:27](Br)[CH:26]=1)C. (4) Given the product [C:1]([SiH2:5][O:6][C:7]([CH3:25])([CH3:24])[C:8]1[CH:9]=[N:10][CH:11]=[CH:12][C:13]=1[C:14]1[CH:15]=[C:16]([CH2:17][OH:18])[CH:19]=[CH:20][C:21]=1[O:22][CH3:23])([CH3:4])([CH3:2])[CH3:3], predict the reactants needed to synthesize it. The reactants are: [C:1]([SiH2:5][O:6][C:7]([CH3:25])([CH3:24])[C:8]1[CH:9]=[N:10][CH:11]=[CH:12][C:13]=1[C:14]1[CH:15]=[C:16]([CH:19]=[CH:20][C:21]=1[O:22][CH3:23])[CH:17]=[O:18])([CH3:4])([CH3:3])[CH3:2].C(O)C.[BH4-].[Na+]. (5) Given the product [CH2:14]([O:13][C:3]([CH:4]([CH2:22][CH2:23][C@@H:24]([NH:32][C:33]([O:35][C:36]([CH3:37])([CH3:39])[CH3:38])=[O:34])[C:25]([O:27][C:28]([CH3:29])([CH3:30])[CH3:31])=[O:26])[C:5]([O:7][C:8]([CH3:11])([CH3:10])[CH3:9])=[O:6])=[O:12])[C:15]1[CH:16]=[CH:17][CH:18]=[CH:19][CH:20]=1, predict the reactants needed to synthesize it. The reactants are: [H-].[Na+].[C:3]([O:13][CH2:14][C:15]1[CH:20]=[CH:19][CH:18]=[CH:17][CH:16]=1)(=[O:12])[CH2:4][C:5]([O:7][C:8]([CH3:11])([CH3:10])[CH3:9])=[O:6].Br[CH2:22][CH2:23][C@@H:24]([NH:32][C:33]([O:35][C:36]([CH3:39])([CH3:38])[CH3:37])=[O:34])[C:25]([O:27][C:28]([CH3:31])([CH3:30])[CH3:29])=[O:26].